Dataset: Forward reaction prediction with 1.9M reactions from USPTO patents (1976-2016). Task: Predict the product of the given reaction. (1) Given the reactants [Li+].C[Si]([N-][Si](C)(C)C)(C)C.[Br:11][C:12]1[C:13]([C:43]([O:45]CC)=O)=[C:14]([CH2:26][N:27]([CH2:38][C:39]([O:41][CH3:42])=[O:40])S(C2C=CC(C)=CC=2)(=O)=O)[N:15]([CH2:18][C:19]2[CH:24]=[CH:23][C:22]([F:25])=[CH:21][CH:20]=2)[C:16]=1[Br:17].[NH4+].[Cl-].ClCCl.CO, predict the reaction product. The product is: [Br:17][C:16]1[N:15]([CH2:18][C:19]2[CH:24]=[CH:23][C:22]([F:25])=[CH:21][CH:20]=2)[C:14]2=[CH:26][N:27]=[C:38]([C:39]([O:41][CH3:42])=[O:40])[C:43]([OH:45])=[C:13]2[C:12]=1[Br:11]. (2) The product is: [Br:8][C:9]1[CH:14]=[C:13]([Cl:15])[CH:12]=[CH:11][C:10]=1[S:16][CH2:17][C:18]([O:20][CH3:1])=[O:19]. Given the reactants [CH3:1][Si](C=[N+]=[N-])(C)C.[Br:8][C:9]1[CH:14]=[C:13]([Cl:15])[CH:12]=[CH:11][C:10]=1[S:16][CH2:17][C:18]([OH:20])=[O:19], predict the reaction product. (3) Given the reactants Br[C:2]1[CH:7]=[CH:6][C:5]([S:8]([NH:11][C:12]2[CH:17]=[CH:16][CH:15]=[C:14]([CH2:18][N:19]([CH3:21])[CH3:20])[CH:13]=2)(=[O:10])=[O:9])=[CH:4][CH:3]=1.[N:22]1[CH:27]=[C:26](B(O)O)[CH:25]=[N:24][CH:23]=1.C([O-])([O-])=O.[Na+].[Na+], predict the reaction product. The product is: [CH3:20][N:19]([CH2:18][C:14]1[CH:13]=[C:12]([NH:11][S:8]([C:5]2[CH:6]=[CH:7][C:2]([C:23]3[N:24]=[CH:25][CH:26]=[CH:27][N:22]=3)=[CH:3][CH:4]=2)(=[O:10])=[O:9])[CH:17]=[CH:16][CH:15]=1)[CH3:21]. (4) Given the reactants [NH2:1][CH:2]1[CH2:7][N:6]([C:8](=[O:20])[C:9]2[CH:14]=[CH:13][CH:12]=[C:11]([C:15]3[O:16][CH:17]=[CH:18][CH:19]=3)[CH:10]=2)[CH2:5][CH:4]([C:21]([NH:23][C:24]2[CH:29]=[CH:28][C:27]([Cl:30])=[CH:26][CH:25]=2)=[O:22])[CH2:3]1.C(N(CC)CC)C.[C:38](Cl)(=[O:41])[CH2:39][CH3:40], predict the reaction product. The product is: [Cl:30][C:27]1[CH:26]=[CH:25][C:24]([NH:23][C:21]([CH:4]2[CH2:3][CH:2]([NH:1][C:38](=[O:41])[CH2:39][CH3:40])[CH2:7][N:6]([C:8](=[O:20])[C:9]3[CH:14]=[CH:13][CH:12]=[C:11]([C:15]4[O:16][CH:17]=[CH:18][CH:19]=4)[CH:10]=3)[CH2:5]2)=[O:22])=[CH:29][CH:28]=1. (5) The product is: [C:22]([C:26]1[CH:27]=[C:28]([C:32]2[NH:8][C:7]3[C:2]([CH3:1])=[CH:3][C:4]([C:12]4[CH:17]=[CH:16][CH:15]=[CH:14][C:13]=4[C:18]([F:21])([F:20])[F:19])=[CH:5][C:6]=3[N:9]=2)[N:29]([CH3:31])[N:30]=1)([CH3:25])([CH3:24])[CH3:23]. Given the reactants [CH3:1][C:2]1[CH:3]=[C:4]([C:12]2[CH:17]=[CH:16][CH:15]=[CH:14][C:13]=2[C:18]([F:21])([F:20])[F:19])[CH:5]=[C:6]([N+:9]([O-])=O)[C:7]=1[NH2:8].[C:22]([C:26]1[CH:27]=[C:28]([C:32](Cl)=O)[N:29]([CH3:31])[N:30]=1)([CH3:25])([CH3:24])[CH3:23], predict the reaction product.